This data is from Reaction yield outcomes from USPTO patents with 853,638 reactions. The task is: Predict the reaction yield, written as a fraction of the theoretical maximum amount of product (1.0 means a 100% yield; for example, 0.34 means a 34% yield). (1) The reactants are [CH2:1]([O:8][C:9]([N:11]1[CH2:16][CH2:15][CH2:14][CH:13]([C:17](=O)[NH:18][C:19]2[CH:24]=[CH:23][CH:22]=[C:21]([C:25]([O:27][CH3:28])=[O:26])[C:20]=2[OH:29])[CH2:12]1)=[O:10])[C:2]1[CH:7]=[CH:6][CH:5]=[CH:4][CH:3]=1.C(=O)(O)[O-].[Na+]. The catalyst is C(O)(=O)CC.O. The product is [CH2:1]([O:8][C:9]([N:11]1[CH2:16][CH2:15][CH2:14][CH:13]([C:17]2[O:29][C:20]3[C:21]([C:25]([O:27][CH3:28])=[O:26])=[CH:22][CH:23]=[CH:24][C:19]=3[N:18]=2)[CH2:12]1)=[O:10])[C:2]1[CH:7]=[CH:6][CH:5]=[CH:4][CH:3]=1. The yield is 0.910. (2) The reactants are [CH3:1][O:2][C:3](=[O:17])[NH:4][C:5]1[O:6][C:7]2[C:13](I)=[CH:12][CH:11]=[C:10]([O:15][CH3:16])[C:8]=2[N:9]=1.C([Sn](CCCC)(CCCC)[C:23]1[CH2:24][CH2:25][O:26][CH2:27][CH:28]=1)CCC.O1C=CC=C1P(C1OC=CC=1)C1OC=CC=1. The catalyst is O1CCOCC1.[Pd].C(=CC(C=CC1C=CC=CC=1)=O)C1C=CC=CC=1.C(=CC(C=CC1C=CC=CC=1)=O)C1C=CC=CC=1. The product is [CH3:1][O:2][C:3](=[O:17])[NH:4][C:5]1[O:6][C:7]2[C:13]([C:23]3[CH2:28][CH2:27][O:26][CH2:25][CH:24]=3)=[CH:12][CH:11]=[C:10]([O:15][CH3:16])[C:8]=2[N:9]=1. The yield is 0.420. (3) The reactants are O=[C:2]1[CH2:7][CH2:6][N:5]([C:8]2[CH:13]=[CH:12][C:11]([N:14]3[CH2:18][C@H:17]([CH2:19][NH:20][C:21](=[O:23])[CH3:22])[O:16][C:15]3=[O:24])=[CH:10][C:9]=2[F:25])[CH2:4][CH2:3]1.[C-:26]#[N:27].[Na+].[SH:29][C:30]1[CH:36]=[CH:35][CH:34]=[CH:33][C:31]=1[NH2:32]. No catalyst specified. The product is [SH:29][C:30]1[CH:36]=[CH:35][CH:34]=[CH:33][C:31]=1[NH:32][C:2]1([C:26]#[N:27])[CH2:7][CH2:6][N:5]([C:8]2[CH:13]=[CH:12][C:11]([N:14]3[CH2:18][C@H:17]([CH2:19][NH:20][C:21](=[O:23])[CH3:22])[O:16][C:15]3=[O:24])=[CH:10][C:9]=2[F:25])[CH2:4][CH2:3]1. The yield is 0.560. (4) The reactants are [NH:1]1[C:9]2[C:4](=[CH:5][C:6]([C:10]([OH:12])=[O:11])=[CH:7][CH:8]=2)[CH:3]=[CH:2]1.[N+](=[CH2:15])=[N-]. The catalyst is CCOCC. The product is [CH3:15][O:11][C:10]([C:6]1[CH:5]=[C:4]2[C:9](=[CH:8][CH:7]=1)[NH:1][CH:2]=[CH:3]2)=[O:12]. The yield is 0.860. (5) The reactants are [CH3:1][CH:2]([CH3:49])[CH:3]([NH:44][C:45](=[O:48])[O:46][CH3:47])[C:4]([N:6]1[C@H:10]([C:11]2[NH:15][C:14]3[CH:16]=[CH:17][CH:18]=[C:19]([C:20]4[CH:25]=[CH:24][C:23]([C:26]5[CH:31]=[CH:30][C:29]([C:32]6[NH:36][C:35]([C@@H:37]7[CH2:41][CH2:40][C@H:39]([CH3:42])[NH:38]7)=[N:34][CH:33]=6)=[CH:28][CH:27]=5)=[CH:22][CH:21]=4)[C:13]=3[N:12]=2)[CH2:9][CH2:8][C@@H:7]1[CH3:43])=[O:5].[CH3:50][O:51][C:52]([NH:54][C@@H:55]([CH:59]([CH3:61])[CH3:60])[C:56](O)=[O:57])=[O:53].N1C(C)=CC(C)=CC=1C.CN(C(ON1N=NC2C=CC=NC1=2)=[N+](C)C)C.F[P-](F)(F)(F)(F)F. The catalyst is CN(C=O)C.CCOC(C)=O. The product is [CH3:47][O:46][C:45]([NH:44][CH:3]([CH:2]([CH3:49])[CH3:1])[C:4]([N:6]1[C@@H:7]([CH3:43])[CH2:8][CH2:9][C@H:10]1[C:11]1[NH:12][C:16]2[CH:17]=[CH:18][C:19]([C:20]3[CH:25]=[CH:24][C:23]([C:26]4[CH:31]=[CH:30][C:29]([C:32]5[N:36]=[C:35]([C@@H:37]6[CH2:41][CH2:40][C@H:39]([CH3:42])[N:38]6[C:56]([C@@H:55]([NH:54][C:52](=[O:53])[O:51][CH3:50])[CH:59]([CH3:61])[CH3:60])=[O:57])[NH:34][CH:33]=5)=[CH:28][CH:27]=4)=[CH:22][CH:21]=3)=[CH:13][C:14]=2[N:15]=1)=[O:5])=[O:48]. The yield is 0.199. (6) The reactants are [OH-].[Na+].C[O:4][C:5](=[O:41])[CH2:6][C:7]1[CH:8]=[N:9][CH:10]=[C:11]([C:13]2[CH:18]=[CH:17][C:16]([C:19]([CH2:38][CH3:39])([C:22]3[CH:27]=[CH:26][C:25]([C:28]#[C:29][C:30]4([OH:36])[CH2:35][CH2:34][O:33][CH2:32][CH2:31]4)=[C:24]([CH3:37])[CH:23]=3)[CH2:20][CH3:21])=[CH:15][C:14]=2[CH3:40])[CH:12]=1. The catalyst is CO.O1CCCC1. The product is [CH2:20]([C:19]([C:16]1[CH:17]=[CH:18][C:13]([C:11]2[CH:12]=[C:7]([CH2:6][C:5]([OH:41])=[O:4])[CH:8]=[N:9][CH:10]=2)=[C:14]([CH3:40])[CH:15]=1)([C:22]1[CH:27]=[CH:26][C:25]([C:28]#[C:29][C:30]2([OH:36])[CH2:35][CH2:34][O:33][CH2:32][CH2:31]2)=[C:24]([CH3:37])[CH:23]=1)[CH2:38][CH3:39])[CH3:21]. The yield is 0.940. (7) The reactants are [C:1]([O:5][C:6]1[C:7]([CH:12]=O)=[N:8][CH:9]=[CH:10][N:11]=1)([CH3:4])([CH3:3])[CH3:2].[C:14]([C:17]1[CH:30]=[CH:29][CH:28]=[CH:27][C:18]=1[O:19][CH2:20][CH:21]1[CH2:26][CH2:25][NH:24][CH2:23][CH2:22]1)(=[O:16])[NH2:15].C(O[BH-](OC(=O)C)OC(=O)C)(=O)C.[Na+].C(=O)(O)[O-].[Na+]. The catalyst is ClCCl.C(OCC)(=O)C. The product is [C:1]([O:5][C:6]1[C:7]([CH2:12][N:24]2[CH2:23][CH2:22][CH:21]([CH2:20][O:19][C:18]3[CH:27]=[CH:28][CH:29]=[CH:30][C:17]=3[C:14]([NH2:15])=[O:16])[CH2:26][CH2:25]2)=[N:8][CH:9]=[CH:10][N:11]=1)([CH3:2])([CH3:3])[CH3:4]. The yield is 0.950. (8) The reactants are [CH:1]1([N:4]2[C:8]3[N:9]=[N:10][CH:11]=[C:12]([C:13]4[CH:18]=[CH:17][C:16]([F:19])=[CH:15][CH:14]=4)[C:7]=3[N:6]=[CH:5]2)[CH2:3][CH2:2]1.[Br:20]N1C(C)(C)C(=O)N(Br)C1=O. No catalyst specified. The product is [Br:20][C:15]1[CH:14]=[C:13]([C:12]2[C:7]3[N:6]=[CH:5][N:4]([CH:1]4[CH2:3][CH2:2]4)[C:8]=3[N:9]=[N:10][CH:11]=2)[CH:18]=[CH:17][C:16]=1[F:19]. The yield is 0.250.